Dataset: Forward reaction prediction with 1.9M reactions from USPTO patents (1976-2016). Task: Predict the product of the given reaction. The product is: [N:45]1[CH:46]=[CH:47][CH:48]=[CH:49][C:44]=1[NH:43][C:41]([N:35]1[C@@H:36]2[CH2:40][N:39]([CH2:38][CH2:37]2)[C:33]2[CH:32]=[CH:31][C:30]([C:9]3[CH:10]=[N:11][C:6]([N:1]4[CH2:2][CH2:3][CH2:4][CH2:5]4)=[N:7][CH:8]=3)=[N:50][C:34]1=2)=[O:42]. Given the reactants [N:1]1([C:6]2[N:11]=[CH:10][C:9](B3OC(C)(C)C(C)(C)O3)=[CH:8][N:7]=2)[CH2:5][CH2:4][CH2:3][CH2:2]1.[O-]P([O-])([O-])=O.[K+].[K+].[K+].Cl[C:30]1[CH:31]=[CH:32][C:33]2[N:39]3[CH2:40][C@H:36]([CH2:37][CH2:38]3)[N:35]([C:41]([NH:43][C:44]3[CH:49]=[CH:48][CH:47]=[CH:46][N:45]=3)=[O:42])[C:34]=2[N:50]=1.CC(C1C=C(C(C)C)C(C2C=CC=CC=2P(C2CCCCC2)C2CCCCC2)=C(C(C)C)C=1)C, predict the reaction product.